From a dataset of Peptide-MHC class I binding affinity with 185,985 pairs from IEDB/IMGT. Regression. Given a peptide amino acid sequence and an MHC pseudo amino acid sequence, predict their binding affinity value. This is MHC class I binding data. (1) The peptide sequence is YTPLNYSKF. The MHC is HLA-A01:01 with pseudo-sequence HLA-A01:01. The binding affinity (normalized) is 0.131. (2) The peptide sequence is YVVAYQATV. The MHC is Patr-B0101 with pseudo-sequence Patr-B0101. The binding affinity (normalized) is 0. (3) The peptide sequence is LPRERFRKT. The MHC is HLA-A02:19 with pseudo-sequence HLA-A02:19. The binding affinity (normalized) is 0.0847. (4) The peptide sequence is EEKAAKETL. The MHC is Mamu-A11 with pseudo-sequence Mamu-A11. The binding affinity (normalized) is 0. (5) The peptide sequence is AYIDNYNKV. The MHC is HLA-A02:02 with pseudo-sequence HLA-A02:02. The binding affinity (normalized) is 0.302. (6) The peptide sequence is TIKRRIRQL. The MHC is HLA-B44:02 with pseudo-sequence HLA-B44:02. The binding affinity (normalized) is 0.0847. (7) The peptide sequence is LQFIVFLLL. The MHC is HLA-A02:01 with pseudo-sequence HLA-A02:01. The binding affinity (normalized) is 0. (8) The peptide sequence is FYHLPLHPAAM. The MHC is Patr-A0901 with pseudo-sequence Patr-A0901. The binding affinity (normalized) is 0.459.